Dataset: Human liver microsome stability data. Task: Regression/Classification. Given a drug SMILES string, predict its absorption, distribution, metabolism, or excretion properties. Task type varies by dataset: regression for continuous measurements (e.g., permeability, clearance, half-life) or binary classification for categorical outcomes (e.g., BBB penetration, CYP inhibition). Dataset: hlm. (1) The drug is CC(C)[C@]1(C(=O)N2C[C@@H]3C[C@H]2CN3C(=O)OC(C)(C)C)CC[C@@H](NC2CCOCC2)C1. The result is 0 (unstable in human liver microsomes). (2) The molecule is CC[C@H]1C[C@@H](C(=O)NC[C@@H]2CCCO2)CN(Cc2nc(N3CCOCC3)oc2C)C1. The result is 0 (unstable in human liver microsomes). (3) The compound is O=P1(c2ccc(C(F)(F)F)cc2)OCCNCCO1. The result is 0 (unstable in human liver microsomes). (4) The molecule is Cc1oc(-c2ccccc2)nc1CN1CCCC(C(=O)NCC2CCOCC2)C1. The result is 1 (stable in human liver microsomes).